This data is from Forward reaction prediction with 1.9M reactions from USPTO patents (1976-2016). The task is: Predict the product of the given reaction. (1) Given the reactants [CH3:1][N:2]1[C:15]2[C:10](=[CH:11][C:12]([N+:16]([O-])=O)=[CH:13][CH:14]=2)[C:4]2([CH2:9][CH2:8][O:7][CH2:6][CH2:5]2)[C:3]1=[O:19].O.O.[Sn](Cl)Cl.[OH-].[Na+], predict the reaction product. The product is: [NH2:16][C:12]1[CH:11]=[C:10]2[C:4]3([CH2:5][CH2:6][O:7][CH2:8][CH2:9]3)[C:3](=[O:19])[N:2]([CH3:1])[C:15]2=[CH:14][CH:13]=1. (2) Given the reactants [F:1][C:2]([F:12])([F:11])[C:3]1[NH:7][N:6]=[C:5]([C:8]([OH:10])=O)[CH:4]=1.[Cl:13][C:14]1[CH:20]=[C:19]([F:21])[CH:18]=[CH:17][C:15]=1[NH2:16].CCN(C(C)C)C(C)C.CN(C(ON1N=NC2C=CC=CC1=2)=[N+](C)C)C.[B-](F)(F)(F)F, predict the reaction product. The product is: [Cl:13][C:14]1[CH:20]=[C:19]([F:21])[CH:18]=[CH:17][C:15]=1[NH:16][C:8]([C:5]1[CH:4]=[C:3]([C:2]([F:1])([F:12])[F:11])[NH:7][N:6]=1)=[O:10]. (3) Given the reactants [CH:1]1([C@H:4]([NH:6][CH2:7][C:8]2[NH:9][C:10](=[O:18])[C:11]3[CH2:17][O:16][CH2:15][CH2:14][C:12]=3[N:13]=2)[CH3:5])[CH2:3][CH2:2]1.[F:19][C:20]1[CH:37]=[CH:36][C:23]([C:24]([CH:26]2[CH2:31][CH2:30][N:29]([CH2:32][C:33](O)=[O:34])[CH2:28][CH2:27]2)=[O:25])=[CH:22][CH:21]=1, predict the reaction product. The product is: [CH:1]1([C@H:4]([N:6]([CH2:7][C:8]2[NH:9][C:10](=[O:18])[C:11]3[CH2:17][O:16][CH2:15][CH2:14][C:12]=3[N:13]=2)[C:33](=[O:34])[CH2:32][N:29]2[CH2:30][CH2:31][CH:26]([C:24](=[O:25])[C:23]3[CH:22]=[CH:21][C:20]([F:19])=[CH:37][CH:36]=3)[CH2:27][CH2:28]2)[CH3:5])[CH2:3][CH2:2]1. (4) Given the reactants [F:1][C:2]1[CH:3]=[C:4]([CH:8]=[C:9]2[CH2:14][CH2:13][CH2:12][N:11]([C:15](=[O:17])[CH3:16])[CH2:10]2)[CH:5]=[CH:6][CH:7]=1, predict the reaction product. The product is: [F:1][C:2]1[CH:3]=[C:4]([CH:5]=[CH:6][CH:7]=1)[CH2:8][CH:9]1[CH2:14][CH2:13][CH2:12][N:11]([C:15](=[O:17])[CH3:16])[CH2:10]1. (5) The product is: [CH:28]1([C:31]2[C:32]([O:42][CH2:43][CH:44]3[CH2:45][CH2:46][N:47]([CH2:65][C:66]4[N:67]=[C:68]([CH3:71])[S:69][CH:70]=4)[CH2:48][CH2:49]3)=[CH:33][C:34]([F:41])=[C:35]([CH:40]=2)[C:36]([O:38][CH3:39])=[O:37])[CH2:30][CH2:29]1. Given the reactants C1(C2C(OCC3(F)CCNCC3)=CC(F)=C(C=2)C(OC(C)(C)C)=O)CC1.Cl.[CH:28]1([C:31]2[C:32]([O:42][CH2:43][CH:44]3[CH2:49][CH2:48][NH:47][CH2:46][CH2:45]3)=[CH:33][C:34]([F:41])=[C:35]([CH:40]=2)[C:36]([O:38][CH3:39])=[O:37])[CH2:30][CH2:29]1.ClC1C=C(C(F)(F)F)C=C(CCl)C=1F.Cl[CH2:65][C:66]1[N:67]=[C:68]([CH3:71])[S:69][CH:70]=1, predict the reaction product.